The task is: Predict the product of the given reaction.. This data is from Forward reaction prediction with 1.9M reactions from USPTO patents (1976-2016). (1) Given the reactants C[Si]([N-][Si](C)(C)C)(C)C.[Li+].[Cl:11][C:12]1[CH:17]=[CH:16][C:15]([C:18]2[NH:27][C:26](=[O:28])[C:25]3[C:20](=[CH:21][C:22]([O:31][CH3:32])=[CH:23][C:24]=3[O:29][CH3:30])[N:19]=2)=[C:14](F)[CH:13]=1.Cl.[NH2:35][CH:36]1[CH2:41][CH2:40][N:39]([C:42](=[O:46])[CH:43]([CH3:45])[CH3:44])[CH2:38][CH2:37]1, predict the reaction product. The product is: [Cl:11][C:12]1[CH:17]=[CH:16][C:15]([C:18]2[NH:27][C:26](=[O:28])[C:25]3[C:20](=[CH:21][C:22]([O:31][CH3:32])=[CH:23][C:24]=3[O:29][CH3:30])[N:19]=2)=[C:14]([NH:35][CH:36]2[CH2:41][CH2:40][N:39]([C:42](=[O:46])[CH:43]([CH3:44])[CH3:45])[CH2:38][CH2:37]2)[CH:13]=1. (2) Given the reactants [F:1][C:2]([F:15])([F:14])[C:3]1[CH:13]=[CH:12][CH:11]=[CH:10][C:4]=1[O:5][CH2:6][C:7]([OH:9])=O.C(Cl)(=O)C(Cl)=O.[NH:22]1[CH2:27][CH2:26][C:25]2([C:35]3[C:30](=[CH:31][CH:32]=[CH:33][CH:34]=3)[NH:29][C:28]2=[O:36])[CH2:24][CH2:23]1.C(N(CC)CC)C, predict the reaction product. The product is: [F:14][C:2]([F:1])([F:15])[C:3]1[CH:13]=[CH:12][CH:11]=[CH:10][C:4]=1[O:5][CH2:6][C:7]([N:22]1[CH2:27][CH2:26][C:25]2([C:35]3[C:30](=[CH:31][CH:32]=[CH:33][CH:34]=3)[NH:29][C:28]2=[O:36])[CH2:24][CH2:23]1)=[O:9]. (3) Given the reactants [CH2:1]([N:8]1[CH2:11][C:10]([C:17](OCC)=[O:18])([C:12](OCC)=[O:13])[CH2:9]1)[C:2]1[CH:7]=[CH:6][CH:5]=[CH:4][CH:3]=1.[BH4-].[Na+].C(Cl)Cl, predict the reaction product. The product is: [CH2:1]([N:8]1[CH2:11][C:10]([CH2:12][OH:13])([CH2:17][OH:18])[CH2:9]1)[C:2]1[CH:3]=[CH:4][CH:5]=[CH:6][CH:7]=1. (4) Given the reactants [CH:1]1([N:6]2[CH2:12][C:11]([F:14])([F:13])[C:10](=[O:15])[N:9]([CH3:16])[C:8]3[CH:17]=[N:18][C:19]([NH:21][C:22]4[CH:30]=[CH:29][C:25]([C:26]([OH:28])=O)=[CH:24][C:23]=4[O:31][CH3:32])=[N:20][C:7]2=3)[CH2:5][CH2:4][CH2:3][CH2:2]1.F[P-](F)(F)(F)(F)F.CN(C(N(C)C)=[N+]1C2C(=NC=CC=2)[N+]([O-])=N1)C.ClCCl.[C:60]([O:64][C:65]([N:67]1[CH2:72][CH2:71][N:70]([CH2:73][CH2:74][CH2:75][NH2:76])[CH2:69][CH2:68]1)=[O:66])([CH3:63])([CH3:62])[CH3:61], predict the reaction product. The product is: [C:60]([O:64][C:65]([N:67]1[CH2:68][CH2:69][N:70]([CH2:73][CH2:74][CH2:75][NH:76][C:26](=[O:28])[C:25]2[CH:29]=[CH:30][C:22]([NH:21][C:19]3[N:18]=[CH:17][C:8]4[N:9]([CH3:16])[C:10](=[O:15])[C:11]([F:13])([F:14])[CH2:12][N:6]([CH:1]5[CH2:2][CH2:3][CH2:4][CH2:5]5)[C:7]=4[N:20]=3)=[C:23]([O:31][CH3:32])[CH:24]=2)[CH2:71][CH2:72]1)=[O:66])([CH3:63])([CH3:62])[CH3:61].